From a dataset of Catalyst prediction with 721,799 reactions and 888 catalyst types from USPTO. Predict which catalyst facilitates the given reaction. (1) Reactant: C[O:2][C:3]1[C:10]([O:11]C)=[CH:9][CH:8]=[CH:7][C:4]=1[C:5]#[N:6].B(Br)(Br)Br.O.CCCCCC. Product: [OH:2][C:3]1[C:10]([OH:11])=[CH:9][CH:8]=[CH:7][C:4]=1[C:5]#[N:6]. The catalyst class is: 96. (2) Reactant: [C:1]([O:5][C:6]([NH:8][CH:9]([CH2:13][C:14]1[C:23]2[C:18](=[CH:19][CH:20]=[CH:21][CH:22]=2)[CH:17]=[CH:16][CH:15]=1)[C:10]([OH:12])=[O:11])=[O:7])([CH3:4])([CH3:3])[CH3:2].IC.[H-].[Na+].[C:28](OCC)(=O)C. Product: [C:1]([O:5][C:6]([N:8]([CH3:28])[C@H:9]([CH2:13][C:14]1[C:23]2[C:18](=[CH:19][CH:20]=[CH:21][CH:22]=2)[CH:17]=[CH:16][CH:15]=1)[C:10]([OH:12])=[O:11])=[O:7])([CH3:4])([CH3:2])[CH3:3]. The catalyst class is: 30. (3) Reactant: C(OC([NH:8][CH:9]1[CH2:14][CH2:13][CH:12]([N:15]2[C:20](=[O:21])[C:19]3[CH:22]=[C:23]([F:26])[CH:24]=[N:25][C:18]=3[N:17]([CH2:27][C:28]3[CH:33]=[CH:32][C:31]([F:34])=[CH:30][CH:29]=3)[C:16]2=[O:35])[CH2:11][CH2:10]1)=O)(C)(C)C.Cl.C(OCC)C. Product: [NH2:8][CH:9]1[CH2:14][CH2:13][CH:12]([N:15]2[C:20](=[O:21])[C:19]3[CH:22]=[C:23]([F:26])[CH:24]=[N:25][C:18]=3[N:17]([CH2:27][C:28]3[CH:29]=[CH:30][C:31]([F:34])=[CH:32][CH:33]=3)[C:16]2=[O:35])[CH2:11][CH2:10]1. The catalyst class is: 12. (4) Reactant: Cl[C:2]1[CH:3]=[C:4]([C:9]2([CH3:32])[CH2:14][CH2:13][CH2:12][N:11]3[C:15]([C:18]4[CH:23]=[CH:22][C:21]([C:24]5[O:28][C:27]([CH3:29])=[N:26][CH:25]=5)=[C:20]([O:30][CH3:31])[CH:19]=4)=[N:16][N:17]=[C:10]23)[CH:5]=[CH:6][C:7]=1[F:8]. Product: [F:8][C:7]1[CH:6]=[CH:5][C:4]([C:9]2([CH3:32])[CH2:14][CH2:13][CH2:12][N:11]3[C:15]([C:18]4[CH:23]=[CH:22][C:21]([C:24]5[O:28][C:27]([CH3:29])=[N:26][CH:25]=5)=[C:20]([O:30][CH3:31])[CH:19]=4)=[N:16][N:17]=[C:10]23)=[CH:3][CH:2]=1. The catalyst class is: 293. (5) Reactant: Br[C:2]1[CH:23]=[CH:22][C:5]2[C:6]3[N:10]([CH2:11][CH2:12][O:13][C:4]=2[CH:3]=1)[CH:9]=[C:8]([C:14]1[N:15]([CH:19]([CH3:21])[CH3:20])[N:16]=[CH:17][N:18]=1)[N:7]=3.[NH2:24][CH2:25][C:26]([OH:28])=[O:27].O[C@H:30]1CN[C@H](C(O)=O)C1.P([O-])([O-])([O-])=O.[K+].[K+].[K+]. Product: [CH3:30][O:27][C:26](=[O:28])[CH2:25][NH:24][C:2]1[CH:23]=[CH:22][C:5]2[C:6]3[N:10]([CH2:11][CH2:12][O:13][C:4]=2[CH:3]=1)[CH:9]=[C:8]([C:14]1[N:15]([CH:19]([CH3:21])[CH3:20])[N:16]=[CH:17][N:18]=1)[N:7]=3. The catalyst class is: 156. (6) Reactant: [F:1][C:2]1[CH:19]=[CH:18][C:5]([CH2:6][CH:7]2[CH2:12][CH2:11][N:10]([C:13](=[O:17])[C:14]([OH:16])=O)[CH2:9][CH2:8]2)=[CH:4][CH:3]=1.[NH2:20][C:21]1[CH:28]=[CH:27][CH:26]=[CH:25][C:22]=1[C:23]#[N:24]. Product: [C:23]([C:22]1[CH:25]=[CH:26][CH:27]=[CH:28][C:21]=1[NH:20][C:14](=[O:16])[C:13]([N:10]1[CH2:9][CH2:8][CH:7]([CH2:6][C:5]2[CH:4]=[CH:3][C:2]([F:1])=[CH:19][CH:18]=2)[CH2:12][CH2:11]1)=[O:17])#[N:24]. The catalyst class is: 27. (7) Reactant: C([O:3][C:4](=O)[C:5]([C:8]1[CH:17]=[CH:16][CH:15]=[CH:14][C:9]=1[C:10](OC)=[O:11])([F:7])[F:6])C.C1COCC1.[BH4-].[Li+]. Product: [F:6][C:5]([F:7])([C:8]1[CH:17]=[CH:16][CH:15]=[CH:14][C:9]=1[CH2:10][OH:11])[CH2:4][OH:3]. The catalyst class is: 25. (8) Reactant: [C:1]1([C:27]2[CH:32]=[CH:31][CH:30]=[CH:29][CH:28]=2)[CH:6]=[CH:5][C:4]([C:7]([N:9]2[CH2:14][CH2:13][N:12]([C:15]3[C:16]4[CH:24]=[C:23]([CH2:25][CH3:26])[S:22][C:17]=4[N:18]=[C:19]([NH2:21])[N:20]=3)[CH2:11][CH2:10]2)=[O:8])=[CH:3][CH:2]=1.[CH2:33]([O:35][C:36](=[O:42])[CH2:37][CH2:38][N:39]=[C:40]=[O:41])[CH3:34]. Product: [C:1]1([C:27]2[CH:32]=[CH:31][CH:30]=[CH:29][CH:28]=2)[CH:6]=[CH:5][C:4]([C:7]([N:9]2[CH2:10][CH2:11][N:12]([C:15]3[C:16]4[CH:24]=[C:23]([CH2:25][CH3:26])[S:22][C:17]=4[N:18]=[C:19]([NH:21][C:40]([NH:39][CH2:38][CH2:37][C:36]([O:35][CH2:33][CH3:34])=[O:42])=[O:41])[N:20]=3)[CH2:13][CH2:14]2)=[O:8])=[CH:3][CH:2]=1. The catalyst class is: 17. (9) Reactant: C[O:2][C:3]([C:5]1[CH:10]=[CH:9][C:8]([C:11]2[CH:16]=[CH:15][C:14]([F:17])=[CH:13][C:12]=2[F:18])=[CH:7][CH:6]=1)=[O:4].[OH-].[Na+]. Product: [F:18][C:12]1[CH:13]=[C:14]([F:17])[CH:15]=[CH:16][C:11]=1[C:8]1[CH:9]=[CH:10][C:5]([C:3]([OH:4])=[O:2])=[CH:6][CH:7]=1. The catalyst class is: 6. (10) Reactant: C[O:2][C:3](=[O:41])[CH2:4][C:5]1[CH:10]=[CH:9][C:8]([CH3:11])=[C:7]([S:12]([N:15]2[CH2:40][CH2:39][C:18]3([N:22]([CH2:23][CH2:24][C:25]4[CH:30]=[CH:29][C:28]([O:31][CH3:32])=[CH:27][CH:26]=4)[C:21](=[O:33])[N:20]([CH2:34][CH:35]([CH3:37])[CH3:36])[C:19]3=[O:38])[CH2:17][CH2:16]2)(=[O:14])=[O:13])[CH:6]=1.[Li+].[OH-].Cl. Product: [CH2:34]([N:20]1[C:19](=[O:38])[C:18]2([CH2:17][CH2:16][N:15]([S:12]([C:7]3[CH:6]=[C:5]([CH2:4][C:3]([OH:41])=[O:2])[CH:10]=[CH:9][C:8]=3[CH3:11])(=[O:14])=[O:13])[CH2:40][CH2:39]2)[N:22]([CH2:23][CH2:24][C:25]2[CH:26]=[CH:27][C:28]([O:31][CH3:32])=[CH:29][CH:30]=2)[C:21]1=[O:33])[CH:35]([CH3:37])[CH3:36]. The catalyst class is: 20.